From a dataset of Catalyst prediction with 721,799 reactions and 888 catalyst types from USPTO. Predict which catalyst facilitates the given reaction. Reactant: [NH2:1][C:2]1[C:7]([CH2:8][CH2:9][CH:10]2[CH2:15][CH2:14][N:13]([C:16](=[O:27])[C@@H:17]([NH:19]C(=O)OC(C)(C)C)[CH3:18])[CH2:12][CH2:11]2)=[C:6]([Cl:28])[N:5]=[C:4]([CH3:29])[N:3]=1.C(O)(C(F)(F)F)=O.CO.O. Product: [NH2:19][C@@H:17]([CH3:18])[C:16]([N:13]1[CH2:14][CH2:15][CH:10]([CH2:9][CH2:8][C:7]2[C:2]([NH2:1])=[N:3][C:4]([CH3:29])=[N:5][C:6]=2[Cl:28])[CH2:11][CH2:12]1)=[O:27]. The catalyst class is: 2.